From a dataset of Forward reaction prediction with 1.9M reactions from USPTO patents (1976-2016). Predict the product of the given reaction. Given the reactants [CH3:1][C@H:2]1[N:13]([CH3:14])[C:12](=[O:15])[C@H:11]([CH2:16][C:17](O)=[O:18])[CH2:10][CH:9]=[CH:8][CH2:7][CH2:6][C:5](=[O:20])[O:4][C@@H:3]1[C:21]1[CH:26]=[CH:25][CH:24]=[CH:23][CH:22]=1.[Cl:27][C:28]1[CH:33]=[CH:32][C:31]([CH2:34][NH2:35])=[CH:30][CH:29]=1.CO.C(Cl)Cl, predict the reaction product. The product is: [Cl:27][C:28]1[CH:33]=[CH:32][C:31]([CH2:34][NH:35][C:17](=[O:18])[CH2:16][C@@H:11]2[CH2:10][CH:9]=[CH:8][CH2:7][CH2:6][C:5](=[O:20])[O:4][C@H:3]([C:21]3[CH:26]=[CH:25][CH:24]=[CH:23][CH:22]=3)[C@@H:2]([CH3:1])[N:13]([CH3:14])[C:12]2=[O:15])=[CH:30][CH:29]=1.